The task is: Predict the reaction yield, written as a fraction of the theoretical maximum amount of product (1.0 means a 100% yield; for example, 0.34 means a 34% yield).. This data is from Reaction yield outcomes from USPTO patents with 853,638 reactions. (1) The reactants are C([O:8][C:9]1[CH:10]=[CH:11][CH:12]=[C:13]2[C:18]=1[N:17]=[C:16]([CH3:19])[CH:15]=[C:14]2[O:20][CH2:21][C:22]([O:24][CH2:25][CH3:26])=[O:23])C1C=CC=CC=1. The catalyst is CCO.O1CCOCC1.[Pd]. The product is [OH:8][C:9]1[CH:10]=[CH:11][CH:12]=[C:13]2[C:18]=1[N:17]=[C:16]([CH3:19])[CH:15]=[C:14]2[O:20][CH2:21][C:22]([O:24][CH2:25][CH3:26])=[O:23]. The yield is 0.460. (2) The reactants are [OH:1][NH:2][C:3](=[NH:19])[C:4]1[CH:9]=[CH:8][CH:7]=[CH:6][C:5]=1[O:10][C:11]1[CH:16]=[CH:15][C:14]([CH3:17])=[CH:13][C:12]=1[OH:18].[C:20](C1NC=CN=1)(C1NC=CN=1)=[O:21]. The catalyst is C1COCC1. The product is [OH:18][C:12]1[CH:13]=[C:14]([CH3:17])[CH:15]=[CH:16][C:11]=1[O:10][C:5]1[CH:6]=[CH:7][CH:8]=[CH:9][C:4]=1[C:3]1[NH:19][C:20](=[O:21])[O:1][N:2]=1. The yield is 0.740. (3) The catalyst is C(#N)C.O. The yield is 1.00. The product is [CH3:9][C:4]1[N:5]=[C:6]([NH:11][CH3:10])[N:7]=[C:2]([N:14]2[CH2:19][CH2:18][CH:17]([C:20]([OH:22])=[O:21])[CH2:16][CH2:15]2)[N:3]=1. The reactants are Cl[C:2]1[N:7]=[C:6](Cl)[N:5]=[C:4]([CH3:9])[N:3]=1.[CH3:10][NH2:11].[OH-].[Na+].[NH:14]1[CH2:19][CH2:18][CH:17]([C:20]([OH:22])=[O:21])[CH2:16][CH2:15]1. (4) The reactants are [Mn]([O-])(=O)(=O)=O.[K+].[CH:7]([C:10]1[CH:15]=[CH:14][C:13]([C:16]2[C:17]([CH:22]=[O:23])=[CH:18][CH:19]=[CH:20][CH:21]=2)=[CH:12][CH:11]=1)([CH3:9])[CH3:8].S([O-])([O-])(=[O:26])=S.[Na+].[Na+].Cl. The catalyst is O.CC(C)=O. The product is [CH:7]([C:10]1[CH:15]=[CH:14][C:13]([C:16]2[C:17]([C:22]([OH:26])=[O:23])=[CH:18][CH:19]=[CH:20][CH:21]=2)=[CH:12][CH:11]=1)([CH3:9])[CH3:8]. The yield is 0.241. (5) The reactants are [NH2:1][C:2]1[N:7]=[CH:6][N:5]=[C:4]2[N:8]([C@@H:25]3[CH2:30][CH2:29][CH2:28][N:27](C(OC(C)(C)C)=O)[CH2:26]3)[N:9]=[C:10]([C:11]3[CH:16]=[CH:15][C:14]([O:17][C:18]4[CH:23]=[CH:22][CH:21]=[C:20]([F:24])[CH:19]=4)=[CH:13][CH:12]=3)[C:3]=12.FC(F)(F)C(O)=O. The catalyst is ClCCl. The product is [F:24][C:20]1[CH:19]=[C:18]([CH:23]=[CH:22][CH:21]=1)[O:17][C:14]1[CH:15]=[CH:16][C:11]([C:10]2[C:3]3[C:4](=[N:5][CH:6]=[N:7][C:2]=3[NH2:1])[N:8]([C@@H:25]3[CH2:30][CH2:29][CH2:28][NH:27][CH2:26]3)[N:9]=2)=[CH:12][CH:13]=1. The yield is 0.860. (6) The reactants are [NH2:1][C:2]1[CH:3]=[C:4]([CH:8]2[C:17]([CH3:19])([CH3:18])[CH2:16][C:15]3[C:10](=[CH:11][CH:12]=[C:13]([C:20]([OH:22])=[O:21])[CH:14]=3)[NH:9]2)[CH:5]=[CH:6][CH:7]=1.C(N(CC)CC)C.[F:30][C:31]1[CH:32]=[C:33]([N:37]=[C:38]=[O:39])[CH:34]=[CH:35][CH:36]=1. The catalyst is O1CCCC1. The product is [F:30][C:31]1[CH:32]=[C:33]([NH:37][C:38](=[O:39])[NH:1][C:2]2[CH:3]=[C:4]([CH:8]3[C:17]([CH3:18])([CH3:19])[CH2:16][C:15]4[C:10](=[CH:11][CH:12]=[C:13]([C:20]([OH:22])=[O:21])[CH:14]=4)[NH:9]3)[CH:5]=[CH:6][CH:7]=2)[CH:34]=[CH:35][CH:36]=1. The yield is 0.200. (7) The reactants are Cl[C:2]1[N:7]=[C:6]([C:8]2[N:12]3[CH:13]=[CH:14][CH:15]=[CH:16][C:11]3=[N:10][C:9]=2[C:17]2[CH:18]=[CH:19][C:20]([O:34][CH3:35])=[C:21]([CH:33]=2)[C:22]([NH:24][C:25]2[C:30]([F:31])=[CH:29][CH:28]=[CH:27][C:26]=2[F:32])=[O:23])[CH:5]=[CH:4][N:3]=1.[CH3:36][O:37][C:38]1[CH:43]=[C:42]([N:44]2[CH2:49][CH2:48][N:47]([CH2:50][CH2:51][CH3:52])[CH2:46][CH2:45]2)[CH:41]=[CH:40][C:39]=1[NH2:53].Cl.O1CCOCC1.C[O-].[Na+]. The catalyst is FC(F)(F)CO.CO.C(Cl)Cl.CCCCCC. The product is [F:32][C:26]1[CH:27]=[CH:28][CH:29]=[C:30]([F:31])[C:25]=1[NH:24][C:22](=[O:23])[C:21]1[CH:33]=[C:17]([C:9]2[N:10]=[C:11]3[CH:16]=[CH:15][CH:14]=[CH:13][N:12]3[C:8]=2[C:6]2[CH:5]=[CH:4][N:3]=[C:2]([NH:53][C:39]3[CH:40]=[CH:41][C:42]([N:44]4[CH2:49][CH2:48][N:47]([CH2:50][CH2:51][CH3:52])[CH2:46][CH2:45]4)=[CH:43][C:38]=3[O:37][CH3:36])[N:7]=2)[CH:18]=[CH:19][C:20]=1[O:34][CH3:35]. The yield is 0.700.